Dataset: Reaction yield outcomes from USPTO patents with 853,638 reactions. Task: Predict the reaction yield, written as a fraction of the theoretical maximum amount of product (1.0 means a 100% yield; for example, 0.34 means a 34% yield). (1) The reactants are [CH3:1][C:2]([C:4]1[CH:5]=[CH:6][C:7]([OH:10])=[CH:8][CH:9]=1)=[O:3].C([O-])([O-])=O.[K+].[K+].[CH2:31](C(Br)CCOCCC(Br)[CH2:31][C:32]1[CH:37]=[CH:36][CH:35]=[CH:34][CH:33]=1)[C:32]1[CH:37]=[CH:36][CH:35]=[CH:34][CH:33]=1.[CH2:40]([OH:42])[CH3:41]. The product is [CH2:31]([O:42][CH2:40][CH2:41][O:10][C:7]1[CH:8]=[CH:9][C:4]([C:2](=[O:3])[CH3:1])=[CH:5][CH:6]=1)[C:32]1[CH:33]=[CH:34][CH:35]=[CH:36][CH:37]=1. No catalyst specified. The yield is 0.710. (2) The reactants are [H-].[Na+].[F:3][C:4]1[CH:5]=[C:6]([CH:11]2[C:15]([CH3:17])([CH3:16])[O:14][C:13](=[O:18])[NH:12]2)[CH:7]=[CH:8][C:9]=1[F:10].Cl[C:20]([O:22][C:23]1[CH:28]=[CH:27][C:26]([N+:29]([O-:31])=[O:30])=[CH:25][CH:24]=1)=[O:21]. The catalyst is C1COCC1. The product is [F:3][C:4]1[CH:5]=[C:6]([CH:11]2[C:15]([CH3:16])([CH3:17])[O:14][C:13](=[O:18])[N:12]2[C:20]([O:22][C:23]2[CH:24]=[CH:25][C:26]([N+:29]([O-:31])=[O:30])=[CH:27][CH:28]=2)=[O:21])[CH:7]=[CH:8][C:9]=1[F:10]. The yield is 0.590. (3) The product is [CH:11]1([C:10]2[C:9]3[C:4](=[CH:5][C:6]([C:17]([O:19][CH3:20])=[O:18])=[CH:7][CH:8]=3)[N:3]3[CH:21]([OH:22])[C:23]4[C:28]([C:2]=23)=[CH:27][CH:26]=[CH:25][CH:24]=4)[CH2:16][CH2:15][CH2:14][CH2:13][CH2:12]1. The reactants are Br[C:2]1[NH:3][C:4]2[C:9]([C:10]=1[CH:11]1[CH2:16][CH2:15][CH2:14][CH2:13][CH2:12]1)=[CH:8][CH:7]=[C:6]([C:17]([O:19][CH3:20])=[O:18])[CH:5]=2.[CH:21]([C:23]1[CH:28]=[CH:27][CH:26]=[CH:25][C:24]=1B(O)O)=[O:22].[Li+].[Cl-].CCO.C1(C)C=CC=CC=1. The catalyst is C([O-])([O-])=O.[Na+].[Na+].C1C=CC([P]([Pd]([P](C2C=CC=CC=2)(C2C=CC=CC=2)C2C=CC=CC=2)([P](C2C=CC=CC=2)(C2C=CC=CC=2)C2C=CC=CC=2)[P](C2C=CC=CC=2)(C2C=CC=CC=2)C2C=CC=CC=2)(C2C=CC=CC=2)C2C=CC=CC=2)=CC=1. The yield is 0.700.